From a dataset of Forward reaction prediction with 1.9M reactions from USPTO patents (1976-2016). Predict the product of the given reaction. (1) Given the reactants [Cl:1][C:2]1[C:6]([Cl:7])=[C:5]([C:8]([NH2:10])=[O:9])[S:4][N:3]=1.[CH3:11][CH2:12][O:13][CH:14](O)[C:15]([F:18])([F:17])[F:16].O, predict the reaction product. The product is: [F:16][C:15]([F:18])([F:17])[CH:14]([NH:10][C:8]([C:5]1[S:4][N:3]=[C:2]([Cl:1])[C:6]=1[Cl:7])=[O:9])[OH:13].[F:16][C:15]([F:18])([F:17])[CH:14]([NH:10][C:8]([C:5]1[S:4][N:3]=[C:2]([Cl:1])[C:6]=1[Cl:7])=[O:9])[O:13][CH2:12][CH3:11]. (2) The product is: [C:71]([O:75][C:76](=[O:79])[CH2:77][O:44][CH2:43][CH2:42][O:41][CH2:40][CH2:39][O:38][CH2:37][CH2:36][O:35][CH2:34][CH2:33][O:32][CH2:31][CH2:30][O:29][C:28]1[CH:27]=[C:26]([O:25][CH2:24][CH2:23][O:22][CH2:21][CH2:20][O:19][CH2:18][CH2:17][O:16][CH2:15][CH2:14][O:13][CH2:12][CH2:11][O:10][CH2:3][C:4]2[CH:9]=[CH:8][CH:7]=[CH:6][CH:5]=2)[CH:47]=[C:46]([O:48][CH2:49][CH2:50][O:51][CH2:52][CH2:53][O:54][CH2:55][CH2:56][O:57][CH2:58][CH2:59][O:60][CH2:61][CH2:62][O:63][CH2:64][C:65]2[CH:70]=[CH:69][CH:68]=[CH:67][CH:66]=2)[CH:45]=1)([CH3:74])([CH3:73])[CH3:72]. Given the reactants [H-].[Na+].[CH2:3]([O:10][CH2:11][CH2:12][O:13][CH2:14][CH2:15][O:16][CH2:17][CH2:18][O:19][CH2:20][CH2:21][O:22][CH2:23][CH2:24][O:25][C:26]1[CH:27]=[C:28]([CH:45]=[C:46]([O:48][CH2:49][CH2:50][O:51][CH2:52][CH2:53][O:54][CH2:55][CH2:56][O:57][CH2:58][CH2:59][O:60][CH2:61][CH2:62][O:63][CH2:64][C:65]2[CH:70]=[CH:69][CH:68]=[CH:67][CH:66]=2)[CH:47]=1)[O:29][CH2:30][CH2:31][O:32][CH2:33][CH2:34][O:35][CH2:36][CH2:37][O:38][CH2:39][CH2:40][O:41][CH2:42][CH2:43][OH:44])[C:4]1[CH:9]=[CH:8][CH:7]=[CH:6][CH:5]=1.[C:71]([O:75][C:76](=[O:79])[CH2:77]Br)([CH3:74])([CH3:73])[CH3:72], predict the reaction product. (3) Given the reactants [Br-].[Br:2][CH2:3][C:4]1[CH:5]=[C:6]([CH:43]=[CH:44][CH:45]=1)[CH2:7][N:8]1[C:40]([S:41][CH3:42])=[C:11]2[S:12][C:13]([C:15]3[C@H:16]([CH3:39])[C@@H:17]4[C@@H:34]([C@H:35]([OH:37])[CH3:36])[C:33](=[O:38])[N:18]4[C:19]=3[C:20]([O:22]CC3C=CC([N+]([O-])=O)=CC=3)=[O:21])=[CH:14][N+:10]2=[CH:9]1.[S:46]1[CH:50]=[CH:49][N:48]=[CH:47]1, predict the reaction product. The product is: [Br-:2].[OH:37][C@@H:35]([C@H:34]1[C:33](=[O:38])[N:18]2[C:19]([C:20]([O-:22])=[O:21])=[C:15]([C:13]3[S:12][C:11]4=[C:40]([S:41][CH3:42])[N:8]([CH2:7][C:6]5[CH:43]=[CH:44][CH:45]=[C:4]([CH2:3][N+:48]6[CH:49]=[CH:50][S:46][CH:47]=6)[CH:5]=5)[CH:9]=[N+:10]4[CH:14]=3)[C@H:16]([CH3:39])[C@H:17]12)[CH3:36]. (4) Given the reactants [CH3:1][O:2][C:3]([C:5]1[N:6]=[CH:7][C:8]2[C:9](=[O:23])[N:10]([CH2:16][C:17]3[CH:22]=[CH:21][CH:20]=[CH:19][CH:18]=3)[CH:11]=[CH:12][C:13]=2[C:14]=1[OH:15])=[O:4].CC1C=C(C)N=C(C)C=1.CC1C([IH+:40])=C(C)N=C(C)C=1.F[P-](F)(F)(F)(F)F, predict the reaction product. The product is: [CH3:1][O:2][C:3]([C:5]1[N:6]=[C:7]([I:40])[C:8]2[C:9](=[O:23])[N:10]([CH2:16][C:17]3[CH:22]=[CH:21][CH:20]=[CH:19][CH:18]=3)[CH:11]=[CH:12][C:13]=2[C:14]=1[OH:15])=[O:4]. (5) Given the reactants C1C=C[NH+]=CC=1.[O-][Cr](Cl)(=O)=O.[OH:12][CH2:13][C:14]1[CH:15]=[C:16]([NH:21][C:22](=[O:28])[O:23][C:24]([CH3:27])([CH3:26])[CH3:25])[CH:17]=[C:18]([CH3:20])[CH:19]=1, predict the reaction product. The product is: [CH:13]([C:14]1[CH:15]=[C:16]([NH:21][C:22](=[O:28])[O:23][C:24]([CH3:26])([CH3:25])[CH3:27])[CH:17]=[C:18]([CH3:20])[CH:19]=1)=[O:12]. (6) Given the reactants [CH3:1][O:2][C:3]1[CH:4]=[C:5]([OH:11])[CH:6]=[CH:7][C:8]=1[O:9][CH3:10].[F:12][C:13]1[CH:18]=[CH:17][CH:16]=[CH:15][C:14]=1[CH:19](O)[CH2:20][CH2:21][CH2:22][CH2:23][CH2:24][N:25]1[CH2:30][CH2:29][CH:28]([C:31]2[CH:32]=[C:33]([NH:37][C:38](=[O:42])[CH:39]([CH3:41])[CH3:40])[CH:34]=[CH:35][CH:36]=2)[CH2:27][CH2:26]1, predict the reaction product. The product is: [CH3:1][O:2][C:3]1[CH:4]=[C:5]([CH:6]=[CH:7][C:8]=1[O:9][CH3:10])[O:11][CH:19]([C:14]1[CH:15]=[CH:16][CH:17]=[CH:18][C:13]=1[F:12])[CH2:20][CH2:21][CH2:22][CH2:23][CH2:24][N:25]1[CH2:26][CH2:27][CH:28]([C:31]2[CH:32]=[C:33]([NH:37][C:38](=[O:42])[CH:39]([CH3:41])[CH3:40])[CH:34]=[CH:35][CH:36]=2)[CH2:29][CH2:30]1.